Dataset: Peptide-MHC class I binding affinity with 185,985 pairs from IEDB/IMGT. Task: Regression. Given a peptide amino acid sequence and an MHC pseudo amino acid sequence, predict their binding affinity value. This is MHC class I binding data. (1) The peptide sequence is QLFNHTMFI. The MHC is HLA-A02:01 with pseudo-sequence HLA-A02:01. The binding affinity (normalized) is 0.967. (2) The peptide sequence is LMWFIISIV. The MHC is HLA-A02:03 with pseudo-sequence HLA-A02:03. The binding affinity (normalized) is 0.818. (3) The peptide sequence is KRRWRRRWQ. The MHC is HLA-B27:05 with pseudo-sequence HLA-B27:05. The binding affinity (normalized) is 0.539. (4) The peptide sequence is DISSFYWSL. The MHC is HLA-A68:02 with pseudo-sequence HLA-A68:02. The binding affinity (normalized) is 0.692. (5) The peptide sequence is LENDEDCAHW. The MHC is HLA-B44:02 with pseudo-sequence HLA-B44:02. The binding affinity (normalized) is 0.571. (6) The peptide sequence is KASSAWHYF. The binding affinity (normalized) is 0.704. The MHC is HLA-B15:17 with pseudo-sequence HLA-B15:17.